Dataset: Full USPTO retrosynthesis dataset with 1.9M reactions from patents (1976-2016). Task: Predict the reactants needed to synthesize the given product. Given the product [CH:1]1([C:7]2[C:15]3[C:10](=[CH:11][C:12]([C:16]([O:18][CH3:19])=[O:17])=[CH:13][CH:14]=3)[NH:9][CH:8]=2)[CH2:2][CH2:3][CH2:4][CH2:5][CH2:6]1, predict the reactants needed to synthesize it. The reactants are: [CH:1]1([C:7]2[C:15]3[C:10](=[CH:11][C:12]([C:16]([OH:18])=[O:17])=[CH:13][CH:14]=3)[NH:9][CH:8]=2)[CH2:6][CH2:5][CH2:4][CH2:3][CH2:2]1.[C:19](=O)([O-])[O-].[K+].[K+].IC.Cl.